Dataset: Forward reaction prediction with 1.9M reactions from USPTO patents (1976-2016). Task: Predict the product of the given reaction. (1) Given the reactants [O:1]1[C@H:5]2[O:6][CH2:7][CH2:8][C@H:4]2[C@@H:3]([O:9][C:10](=[O:12])O)[CH2:2]1.CN1C(=O)CCC1=O.[NH2:21][C:22]1[CH:27]=[CH:26][C:25]([S:28]([N:31]([CH2:36][CH:37]([OH:47])[CH:38]([NH2:46])[CH2:39][C:40]2[CH:45]=[CH:44][CH:43]=[CH:42][CH:41]=2)[CH2:32][CH:33]([CH3:35])[CH3:34])(=[O:30])=[O:29])=[CH:24][CH:23]=1.C(N(CC)CC)C, predict the reaction product. The product is: [CH3:35][CH:33]([CH2:32][N:31]([S:28]([C:25]1[CH:24]=[CH:23][C:22]([NH2:21])=[CH:27][CH:26]=1)(=[O:30])=[O:29])[CH2:36][C@@H:37]([OH:47])[C@@H:38]([NH:46][C:10]([O:9][C@@H:3]1[C@@H:4]2[CH2:8][CH2:7][O:6][C@@H:5]2[O:1][CH2:2]1)=[O:12])[CH2:39][C:40]1[CH:41]=[CH:42][CH:43]=[CH:44][CH:45]=1)[CH3:34]. (2) Given the reactants [Cl:1][C:2]1[CH:10]=[CH:9][C:8]([OH:11])=[CH:7][C:3]=1[C:4]([NH2:6])=[O:5].C(=O)([O-])[O-].[K+].[K+].[CH2:18](Br)[CH3:19], predict the reaction product. The product is: [Cl:1][C:2]1[CH:10]=[CH:9][C:8]([O:11][CH2:18][CH3:19])=[CH:7][C:3]=1[C:4]([NH2:6])=[O:5]. (3) Given the reactants [OH-].[K+].[CH3:3][C:4](=[O:9])[CH2:5][C:6](=[O:8])[CH3:7].[C:10](#[N:13])[CH:11]=[CH2:12], predict the reaction product. The product is: [C:6]([C:5]([C:4](=[O:9])[CH3:3])([CH2:12][CH2:11][C:10]#[N:13])[CH2:12][CH2:11][C:10]#[N:13])(=[O:8])[CH3:7]. (4) Given the reactants [C:1]([O:4][C@H:5]1[C@H:11]([O:12][C:13](=[O:15])[CH3:14])[C@@H:10]([O:16][C:17](=[O:19])[CH3:18])[C@:9]2([C:21]3[CH:26]=[CH:25][C:24]([Cl:27])=[C:23]([CH2:28][C:29]4[CH:34]=[CH:33][C:32]([O:35][CH2:36][C:37](=O)[CH3:38])=[CH:31][CH:30]=4)[CH:22]=3)[O:20][C@@:6]1([CH2:40][O:41][C:42](=[O:44])[CH3:43])[CH2:7][O:8]2)(=[O:3])[CH3:2].N1C=CC=CC=1.Cl.[CH3:52][O:53][NH2:54].O, predict the reaction product. The product is: [C:1]([O:4][C@H:5]1[C@H:11]([O:12][C:13](=[O:15])[CH3:14])[C@@H:10]([O:16][C:17](=[O:19])[CH3:18])[C@:9]2([C:21]3[CH:26]=[CH:25][C:24]([Cl:27])=[C:23]([CH2:28][C:29]4[CH:30]=[CH:31][C:32]([O:35][CH2:36][C:37](=[N:54][O:53][CH3:52])[CH3:38])=[CH:33][CH:34]=4)[CH:22]=3)[O:20][C@@:6]1([CH2:40][O:41][C:42](=[O:44])[CH3:43])[CH2:7][O:8]2)(=[O:3])[CH3:2]. (5) Given the reactants Cl[C:2]1[CH:7]=[CH:6][N:5]=[CH:4][C:3]=1[N+:8]([O-:10])=[O:9].[CH:11]1(B(O)O)[CH2:13][CH2:12]1.C1(C)C(C)=CC=CC=1.C(=O)([O-])[O-].[K+].[K+], predict the reaction product. The product is: [CH:11]1([C:2]2[CH:7]=[CH:6][N:5]=[CH:4][C:3]=2[N+:8]([O-:10])=[O:9])[CH2:13][CH2:12]1. (6) Given the reactants [Br:1][C:2]1[C:10]([O:11][CH3:12])=[CH:9][C:5]([C:6](O)=[O:7])=[CH:4][C:3]=1[O:13][CH3:14].C1COCC1.CSC.B, predict the reaction product. The product is: [Br:1][C:2]1[C:10]([O:11][CH3:12])=[CH:9][C:5]([CH2:6][OH:7])=[CH:4][C:3]=1[O:13][CH3:14].